From a dataset of Full USPTO retrosynthesis dataset with 1.9M reactions from patents (1976-2016). Predict the reactants needed to synthesize the given product. Given the product [Cl:1][C:2]1[CH:3]=[N:4][CH:5]=[C:6]([Cl:24])[C:7]=1[S:8][C:9]1[S:13][C:12]([C:14]([NH:16][CH2:17][CH2:18][CH2:19][N:30]2[CH2:31][CH2:32][CH:27]([N:26]([CH3:33])[CH3:25])[CH2:28][CH2:29]2)=[O:15])=[CH:11][C:10]=1[N+:21]([O-:23])=[O:22], predict the reactants needed to synthesize it. The reactants are: [Cl:1][C:2]1[CH:3]=[N:4][CH:5]=[C:6]([Cl:24])[C:7]=1[S:8][C:9]1[S:13][C:12]([C:14]([NH:16][CH2:17][CH2:18][CH:19]=O)=[O:15])=[CH:11][C:10]=1[N+:21]([O-:23])=[O:22].[CH3:25][N:26]([CH3:33])[CH:27]1[CH2:32][CH2:31][NH:30][CH2:29][CH2:28]1.